This data is from Reaction yield outcomes from USPTO patents with 853,638 reactions. The task is: Predict the reaction yield, written as a fraction of the theoretical maximum amount of product (1.0 means a 100% yield; for example, 0.34 means a 34% yield). (1) The reactants are [F:1][C:2]1[CH:10]=[C:9]([F:11])[CH:8]=[CH:7][C:3]=1[C:4]([OH:6])=[O:5].[I:12]N1C(=O)CCC1=O.S([O-])([O-])=O.[Na+].[Na+]. The catalyst is S(=O)(=O)(O)O. The product is [F:1][C:2]1[CH:10]=[C:9]([F:11])[C:8]([I:12])=[CH:7][C:3]=1[C:4]([OH:6])=[O:5]. The yield is 0.680. (2) The reactants are [CH2:1]([C:3]1[N:19]([C@@H:20]2[C:28]3[C:23](=[CH:24][C:25]([C:29]4[CH:34]=[CH:33][CH:32]=[CH:31][C:30]=4[C:35]4[N:39]([C:40]([C:53]5[CH:58]=[CH:57][CH:56]=[CH:55][CH:54]=5)([C:47]5[CH:52]=[CH:51][CH:50]=[CH:49][CH:48]=5)[C:41]5[CH:46]=[CH:45][CH:44]=[CH:43][CH:42]=5)[N:38]=[N:37][N:36]=4)=[CH:26][CH:27]=3)[CH2:22][CH2:21]2)[C:6]2=[N:7][C:8](/[CH:12]=[C:13]3/[C:14](=[O:18])[CH2:15][CH2:16][CH2:17]/3)=[CH:9][C:10]([CH3:11])=[C:5]2[N:4]=1)[CH3:2]. The catalyst is CCOC(C)=O.[Pd]. The product is [CH2:1]([C:3]1[N:19]([C@@H:20]2[C:28]3[C:23](=[CH:24][C:25]([C:29]4[CH:34]=[CH:33][CH:32]=[CH:31][C:30]=4[C:35]4[N:39]([C:40]([C:47]5[CH:52]=[CH:51][CH:50]=[CH:49][CH:48]=5)([C:53]5[CH:58]=[CH:57][CH:56]=[CH:55][CH:54]=5)[C:41]5[CH:42]=[CH:43][CH:44]=[CH:45][CH:46]=5)[N:38]=[N:37][N:36]=4)=[CH:26][CH:27]=3)[CH2:22][CH2:21]2)[C:6]2=[N:7][C:8]([CH2:12][CH:13]3[CH2:17][CH2:16][CH2:15][C:14]3=[O:18])=[CH:9][C:10]([CH3:11])=[C:5]2[N:4]=1)[CH3:2]. The yield is 1.00. (3) The reactants are [CH3:1][O:2][C:3]([C:5]1[NH:6][CH:7]=[C:8]([I:10])[CH:9]=1)=[O:4].C(N(CC)CC)C.[C:18]1([CH3:28])[CH:23]=[CH:22][C:21]([S:24](O)(=[O:26])=[O:25])=[CH:20][CH:19]=1. The catalyst is ClCCl.CN(C)C1C=CN=CC=1. The product is [CH3:1][O:2][C:3]([C:5]1[N:6]([S:24]([C:21]2[CH:22]=[CH:23][C:18]([CH3:28])=[CH:19][CH:20]=2)(=[O:26])=[O:25])[CH:7]=[C:8]([I:10])[CH:9]=1)=[O:4]. The yield is 0.802. (4) The reactants are [F:1][C:2]1[C:3]2[N:4]([CH:20]=[N:21][CH:22]=2)[C:5]([NH:11][C:12]2[CH:17]=[CH:16][C:15]([I:18])=[CH:14][C:13]=2[F:19])=[C:6]([C:8](O)=[O:9])[CH:7]=1.CN(C(ON1N=NC2C=CC=NC1=2)=[N+](C)C)C.F[P-](F)(F)(F)(F)F.CCN(C(C)C)C(C)C.Cl.[OH:57][C@@H:58]([CH3:62])[CH2:59][O:60][NH-:61]. The catalyst is C1COCC1. The product is [OH:57][C@@H:58]([CH3:62])[CH2:59][O:60][NH:61][C:8]([C:6]1[CH:7]=[C:2]([F:1])[C:3]2[N:4]([CH:20]=[N:21][CH:22]=2)[C:5]=1[NH:11][C:12]1[CH:17]=[CH:16][C:15]([I:18])=[CH:14][C:13]=1[F:19])=[O:9]. The yield is 0.0800. (5) The reactants are [C:1]([OH:8])(=O)/[CH:2]=[CH:3]\[C:4]([NH2:6])=[O:5].[C:9]([O-])(=O)[CH3:10].[Na+].[CH2:14](Cl)Cl.CCOC(C)=O. The catalyst is C(OC(=O)C)(=O)C. The product is [CH2:14]([N:6]1[C:1](=[O:8])[CH:2]=[CH:3][C:4]1=[O:5])[C:9]#[CH:10]. The yield is 0.580. (6) The reactants are [C:1]1([N:7]2[C:12](=[O:13])[C:11]3[S:14][CH:15]=[C:16]([C:17]4[CH:22]=[CH:21][CH:20]=[CH:19][CH:18]=4)[C:10]=3[N:9]=[CH:8]2)C=CC=[CH:3][CH:2]=1.NC1C(C2C=CC=CC=2[F:35])=CSC=1C(OC)=O.C(OCC)(OCC)OCC.C(N)C=C. The catalyst is C(O)(=O)C. The product is [CH2:1]([N:7]1[C:12](=[O:13])[C:11]2[S:14][CH:15]=[C:16]([C:17]3[CH:22]=[CH:21][CH:20]=[CH:19][C:18]=3[F:35])[C:10]=2[N:9]=[CH:8]1)[CH:2]=[CH2:3]. The yield is 0.102. (7) The reactants are [N:1]1([C:10](=[O:19])/[CH:11]=[CH:12]/[C@@H:13]([NH2:18])[CH2:14][CH:15]([CH3:17])[CH3:16])[C:9]2[C:4](=[CH:5][CH:6]=[CH:7][CH:8]=2)[CH2:3][CH2:2]1.[CH3:20][C:21]([O:24][C:25]([N:27]1[CH2:34][C@@H:33]([F:35])[CH2:32][C@H:28]1[C:29](O)=[O:30])=[O:26])([CH3:23])[CH3:22].CN(C(ON1N=NC2C=CC=NC1=2)=[N+](C)C)C.F[P-](F)(F)(F)(F)F.CCN(C(C)C)C(C)C. The catalyst is CN(C=O)C. The product is [N:1]1([C:10](=[O:19])/[CH:11]=[CH:12]/[C@@H:13]([NH:18][C:29]([C@@H:28]2[CH2:32][C@H:33]([F:35])[CH2:34][N:27]2[C:25]([O:24][C:21]([CH3:23])([CH3:22])[CH3:20])=[O:26])=[O:30])[CH2:14][CH:15]([CH3:17])[CH3:16])[C:9]2[C:4](=[CH:5][CH:6]=[CH:7][CH:8]=2)[CH2:3][CH2:2]1. The yield is 0.190. (8) The reactants are Br[C:2]1[CH:11]=[N:10][C:5]2=[N:6][CH:7]=[CH:8][N:9]=[C:4]2[CH:3]=1.B([O-])O[CH3:14].C(=O)([O-])[O-].[Cs+].[Cs+].C1(P(C2C=CC=CC=2)C2C=CC=CC=2)C=CC=CC=1.C(=O)([O-])O.[Na+]. The catalyst is O1CCOCC1. The product is [CH3:14][C:2]1[CH:11]=[N:10][C:5]2=[N:6][CH:7]=[CH:8][N:9]=[C:4]2[CH:3]=1. The yield is 0.600. (9) The reactants are [Br:1][C:2]1[CH:3]=[CH:4][C:5]([N:8]=[CH2:9])=[N:6][CH:7]=1.[C:10]([N+:14]#[C-:15])([CH3:13])([CH3:12])[CH3:11]. The catalyst is CO.FC(F)(F)C(O)=O. The product is [Br:1][C:2]1[CH:3]=[CH:4][C:5]2[N:6]([C:15]([NH:14][C:10]([CH3:13])([CH3:12])[CH3:11])=[CH:9][N:8]=2)[CH:7]=1. The yield is 0.780. (10) The reactants are [C-:1]#[N:2].[K+].[C:4]([C:8]1[CH:13]=[C:12](Cl)[CH:11]=[C:10]([C:15]([CH3:18])([CH3:17])[CH3:16])[C:9]=1[OH:19])([CH3:7])([CH3:6])[CH3:5].[C-:20]#N. The catalyst is C(#N)C. The product is [C:4]([C:8]1[CH:13]=[C:12]([CH2:20][C:1]#[N:2])[CH:11]=[C:10]([C:15]([CH3:18])([CH3:17])[CH3:16])[C:9]=1[OH:19])([CH3:7])([CH3:6])[CH3:5]. The yield is 0.980.